This data is from Full USPTO retrosynthesis dataset with 1.9M reactions from patents (1976-2016). The task is: Predict the reactants needed to synthesize the given product. Given the product [Br:8][C:21]1[N:17]([C:14]2[CH:15]=[CH:16][C:11]([C:9]#[N:10])=[CH:12][C:13]=2[CH3:29])[C:18]([CH2:22][CH2:23][C:24]([O:26][CH2:27][CH3:28])=[O:25])=[CH:19][CH:20]=1, predict the reactants needed to synthesize it. The reactants are: C1C(=O)N([Br:8])C(=O)C1.[C:9]([C:11]1[CH:16]=[CH:15][C:14]([N:17]2[CH:21]=[CH:20][CH:19]=[C:18]2[CH2:22][CH2:23][C:24]([O:26][CH2:27][CH3:28])=[O:25])=[C:13]([CH3:29])[CH:12]=1)#[N:10].O.